From a dataset of M1 muscarinic receptor antagonist screen with 61,756 compounds. Binary Classification. Given a drug SMILES string, predict its activity (active/inactive) in a high-throughput screening assay against a specified biological target. (1) The drug is O1CCN(CC1)Cc1[nH]c2c(n1)cc1c(c2)cccc1. The result is 0 (inactive). (2) The result is 1 (active). The drug is S(CC(=O)N1CCN(CC1)c1nnc(c2c1cccc2)c1ccccc1)c1[nH]ncn1. (3) The compound is O1c2c(N(C(=O)C1)CC(O)=O)cc(cc2)C. The result is 0 (inactive). (4) The drug is [nH]1c(nc2c1cccc2)c1c2c(ncc1)cccc2. The result is 0 (inactive). (5) The compound is S(=O)(=O)(N(Cc1occc1)C)c1cc2oc(=O)n(c2cc1)CC(OCC)=O. The result is 0 (inactive). (6) The drug is Fc1ccc(n2c(c(cc2C)C(=O)CNCc2occc2)C)cc1. The result is 0 (inactive). (7) The molecule is s1c(NC(=O)C2CC2)nc(c2ccc(cc2)C#N)c1. The result is 0 (inactive).